This data is from Forward reaction prediction with 1.9M reactions from USPTO patents (1976-2016). The task is: Predict the product of the given reaction. (1) The product is: [CH2:29]([O:36][C:37](=[O:50])[NH:38][CH2:39][CH2:40][C:41]1[O:49][C:44]([CH:45]([CH3:47])[CH3:46])=[CH:43][N:42]=1)[C:30]1[CH:35]=[CH:34][CH:33]=[CH:32][CH:31]=1. Given the reactants C1(P(C2C=CC=CC=2)C2C=CC=CC=2)C=CC=CC=1.II.C(N(CC)CC)C.[CH2:29]([O:36][C:37](=[O:50])[NH:38][CH2:39][CH2:40][C:41](=[O:49])[NH:42][CH2:43][C:44](=O)[CH:45]([CH3:47])[CH3:46])[C:30]1[CH:35]=[CH:34][CH:33]=[CH:32][CH:31]=1, predict the reaction product. (2) Given the reactants C1(P(C2CCCCC2)C2CCCCC2)CCCCC1.[C:20]1(B(O)O)[CH:25]=[CH:24][CH:23]=[CH:22][CH:21]=1.Cl[C:30]1[N:35]=[C:34]([NH:36][CH3:37])[N:33]=[C:32]([N:38]2[CH2:43][CH2:42][CH:41]([C:44]([NH:46][CH2:47][C:48]3[CH:53]=[CH:52][CH:51]=[CH:50][C:49]=3[C:54]([F:57])([F:56])[F:55])=[O:45])[CH2:40][CH2:39]2)[N:31]=1.[O-]P([O-])([O-])=O.[K+].[K+].[K+], predict the reaction product. The product is: [CH3:37][NH:36][C:34]1[N:35]=[C:30]([C:20]2[CH:25]=[CH:24][CH:23]=[CH:22][CH:21]=2)[N:31]=[C:32]([N:38]2[CH2:39][CH2:40][CH:41]([C:44]([NH:46][CH2:47][C:48]3[CH:53]=[CH:52][CH:51]=[CH:50][C:49]=3[C:54]([F:57])([F:55])[F:56])=[O:45])[CH2:42][CH2:43]2)[N:33]=1. (3) The product is: [F:14][C:2]([F:1])([CH3:13])[CH2:3][CH2:4][CH2:5][CH2:6][N:7]1[CH:11]=[C:10]([NH:12][C:25](=[O:26])/[CH:24]=[CH:23]/[C:18]2[CH:19]=[CH:20][CH:21]=[CH:22][C:17]=2[C:16]([F:28])([F:29])[F:15])[CH:9]=[N:8]1. Given the reactants [F:1][C:2]([F:14])([CH3:13])[CH2:3][CH2:4][CH2:5][CH2:6][N:7]1[CH:11]=[C:10]([NH2:12])[CH:9]=[N:8]1.[F:15][C:16]([F:29])([F:28])[C:17]1[CH:22]=[CH:21][CH:20]=[CH:19][C:18]=1/[CH:23]=[CH:24]/[C:25](O)=[O:26], predict the reaction product.